Dataset: Forward reaction prediction with 1.9M reactions from USPTO patents (1976-2016). Task: Predict the product of the given reaction. (1) Given the reactants [C:1]([N:4]1[C:13]2[C:8](=[CH:9][C:10]([O:14][CH3:15])=[CH:11][CH:12]=2)[C@H:7]([NH:16]C(=O)OCC2C=CC=CC=2)[C@@H:6]([CH3:27])[C@@H:5]1[CH3:28])(=[O:3])[CH3:2], predict the reaction product. The product is: [NH2:16][C@H:7]1[C:8]2[C:13](=[CH:12][CH:11]=[C:10]([O:14][CH3:15])[CH:9]=2)[N:4]([C:1](=[O:3])[CH3:2])[C@@H:5]([CH3:28])[C@@H:6]1[CH3:27]. (2) Given the reactants [BH4-].[Na+].[CH2:3]([C@:10]12[C:23]3[C:18](=[CH:19][C:20]([C:24]([O:26][CH3:27])=[O:25])=[CH:21][CH:22]=3)[C:17](=[O:28])[CH2:16][C@H:15]1[CH2:14][C:13]1([O:32][CH2:31][CH2:30][O:29]1)[CH2:12][CH2:11]2)[C:4]1[CH:9]=[CH:8][CH:7]=[CH:6][CH:5]=1, predict the reaction product. The product is: [CH2:3]([C@:10]12[C:23]3[C:18](=[CH:19][C:20]([C:24]([O:26][CH3:27])=[O:25])=[CH:21][CH:22]=3)[CH:17]([OH:28])[CH2:16][C@H:15]1[CH2:14][C:13]1([O:29][CH2:30][CH2:31][O:32]1)[CH2:12][CH2:11]2)[C:4]1[CH:5]=[CH:6][CH:7]=[CH:8][CH:9]=1. (3) Given the reactants [NH:1]1[CH2:4][CH:3]([OH:5])[CH2:2]1.C1(P(C2C=CC=CC=2)C2C=CC3C(=CC=CC=3)C=2C2C3C(=CC=CC=3)C=CC=2P(C2C=CC=CC=2)C2C=CC=CC=2)C=CC=CC=1.C(=O)([O-])[O-].[Cs+].[Cs+].Br[C:59]1[CH:60]=[CH:61][C:62]([C:70]([OH:72])=[O:71])=[N:63][C:64]=1[O:65][CH2:66][CH:67]1[CH2:69][CH2:68]1, predict the reaction product. The product is: [CH:67]1([CH2:66][O:65][C:64]2[N:63]=[C:62]([C:70]([OH:72])=[O:71])[CH:61]=[CH:60][C:59]=2[N:1]2[CH2:4][CH:3]([OH:5])[CH2:2]2)[CH2:68][CH2:69]1. (4) Given the reactants [C:1]([O:5][C:6]([N:8]1[CH2:12][C@@H:11]([NH:13][C:14]([O:16][CH2:17][C:18]2[CH:23]=[CH:22][CH:21]=[CH:20][CH:19]=2)=[O:15])[C@H:10]([C:24]([OH:26])=O)[CH2:9]1)=[O:7])([CH3:4])([CH3:3])[CH3:2].O[N:28]1[C:32]2[CH:33]=[CH:34][CH:35]=[CH:36][C:31]=2N=N1.NC1C=CC=CC=1.Cl.CN(C)CCCN=C=NCC, predict the reaction product. The product is: [C:1]([O:5][C:6]([N:8]1[CH2:9][C@@H:10]([C:24](=[O:26])[NH:28][C:32]2[CH:33]=[CH:34][CH:35]=[CH:36][CH:31]=2)[C@H:11]([NH:13][C:14]([O:16][CH2:17][C:18]2[CH:19]=[CH:20][CH:21]=[CH:22][CH:23]=2)=[O:15])[CH2:12]1)=[O:7])([CH3:2])([CH3:4])[CH3:3]. (5) Given the reactants C(OC([N:8]1[CH2:13][CH2:12][C:11]([C:23]2[CH:28]=[CH:27][C:26]([I:29])=[CH:25][CH:24]=2)([CH2:14][NH:15][C:16]([O:18][CH2:19][CH:20]([CH3:22])[CH3:21])=[O:17])[CH2:10][CH2:9]1)=O)(C)(C)C.C(O)(C(F)(F)F)=O, predict the reaction product. The product is: [CH2:19]([O:18][C:16](=[O:17])[NH:15][CH2:14][C:11]1([C:23]2[CH:28]=[CH:27][C:26]([I:29])=[CH:25][CH:24]=2)[CH2:10][CH2:9][NH:8][CH2:13][CH2:12]1)[CH:20]([CH3:22])[CH3:21].